This data is from Forward reaction prediction with 1.9M reactions from USPTO patents (1976-2016). The task is: Predict the product of the given reaction. (1) Given the reactants [CH3:1][C:2]([C:4]1[CH:9]=[CH:8][C:7]([F:10])=[CH:6][C:5]=1[F:11])=[O:3].[OH-].[Na+], predict the reaction product. The product is: [F:11][C:5]1[CH:6]=[C:7]([F:10])[CH:8]=[CH:9][C:4]=1[CH:2]([OH:3])[CH3:1]. (2) Given the reactants Br[CH:2]1[CH2:6][CH2:5][N:4]([C:7]2[CH:12]=[CH:11][C:10]([N:13]([CH3:28])[C:14](=[O:27])[C:15]3[CH:20]=[CH:19][C:18]([CH:21]4[CH2:26][CH2:25][CH2:24][CH2:23][CH2:22]4)=[CH:17][CH:16]=3)=[CH:9][CH:8]=2)[C:3]1=[O:29].[CH:30]1([NH2:36])[CH2:35][CH2:34][CH2:33][CH2:32][CH2:31]1, predict the reaction product. The product is: [CH:21]1([C:18]2[CH:19]=[CH:20][C:15]([C:14]([N:13]([C:10]3[CH:11]=[CH:12][C:7]([N:4]4[CH2:5][CH2:6][CH:2]([NH:36][CH:30]5[CH2:35][CH2:34][CH2:33][CH2:32][CH2:31]5)[C:3]4=[O:29])=[CH:8][CH:9]=3)[CH3:28])=[O:27])=[CH:16][CH:17]=2)[CH2:26][CH2:25][CH2:24][CH2:23][CH2:22]1. (3) Given the reactants C([Li])(C)(C)C.Br[C:7]1[CH:20]=[CH:19][C:10]([CH2:11][N:12]2[CH2:17][CH2:16][N:15]([CH3:18])[CH2:14][CH2:13]2)=[CH:9][CH:8]=1.B(OCCCC)(OCCCC)OCCCC.Cl.C(=O)([O-])[O-].[Na+].[Na+].Br[C:45]1[CH:46]=[C:47]2[C:53]([C:54]([O:56][CH3:57])=[O:55])=[CH:52][NH:51][C:48]2=[N:49][CH:50]=1.[OH-].[K+], predict the reaction product. The product is: [CH3:18][N:15]1[CH2:16][CH2:17][N:12]([CH2:11][C:10]2[CH:19]=[CH:20][C:7]([C:45]3[CH:46]=[C:47]4[C:53]([C:54]([O:56][CH3:57])=[O:55])=[CH:52][NH:51][C:48]4=[N:49][CH:50]=3)=[CH:8][CH:9]=2)[CH2:13][CH2:14]1. (4) Given the reactants [Cl:1][C:2]1[N:3]=[CH:4][CH:5]=[C:6]2[C:11]=1[N:10]=[CH:9][C:8]([O:12][CH2:13][CH:14]1[CH2:16]C1)=[CH:7]2.[O:17]1C=C(CO)[N:19]=[CH:18]1.ClC1N=CC=C2C=1N=CC(O)=C2, predict the reaction product. The product is: [Cl:1][C:2]1[N:3]=[CH:4][CH:5]=[C:6]2[C:11]=1[N:10]=[CH:9][C:8]([O:12][CH2:13][C:14]1[N:19]=[CH:18][O:17][CH:16]=1)=[CH:7]2. (5) The product is: [Cl:19][C:20]1[CH:21]=[CH:22][C:23]([C:26]2[N:30]=[C:29]([C@@H:31]([NH:33][C:13]3[N:12]=[C:11]([N:6]4[C@@H:5]([C@@H:3]([CH3:4])[CH:2]([F:18])[F:1])[CH2:9][O:8][C:7]4=[O:10])[CH:16]=[CH:15][N:14]=3)[CH3:32])[O:28][N:27]=2)=[CH:24][CH:25]=1.[Cl:34][C:35]1[CH:36]=[CH:37][C:38]([C:41]2[N:45]=[C:44]([C@H:46]([NH:48][C:13]3[N:12]=[C:11]([N:6]4[C@@H:5]([C@@H:3]([CH3:4])[CH:2]([F:18])[F:1])[CH2:9][O:8][C:7]4=[O:10])[CH:16]=[CH:15][N:14]=3)[CH3:47])[O:43][N:42]=2)=[CH:39][CH:40]=1. Given the reactants [F:1][CH:2]([F:18])[C@@H:3]([C@H:5]1[CH2:9][O:8][C:7](=[O:10])[N:6]1[C:11]1[CH:16]=[CH:15][N:14]=[C:13](F)[N:12]=1)[CH3:4].[Cl:19][C:20]1[CH:25]=[CH:24][C:23]([C:26]2[N:30]=[C:29]([C@@H:31]([NH2:33])[CH3:32])[O:28][N:27]=2)=[CH:22][CH:21]=1.[Cl:34][C:35]1[CH:40]=[CH:39][C:38]([C:41]2[N:45]=[C:44]([C@H:46]([NH2:48])[CH3:47])[O:43][N:42]=2)=[CH:37][CH:36]=1.CCN(C(C)C)C(C)C, predict the reaction product.